Dataset: Peptide-MHC class II binding affinity with 134,281 pairs from IEDB. Task: Regression. Given a peptide amino acid sequence and an MHC pseudo amino acid sequence, predict their binding affinity value. This is MHC class II binding data. (1) The peptide sequence is GPGSTGLNITGVTCG. The MHC is HLA-DQA10301-DQB10302 with pseudo-sequence HLA-DQA10301-DQB10302. The binding affinity (normalized) is 0.118. (2) The peptide sequence is QPCNGVTMNDVKIEY. The MHC is HLA-DQA10501-DQB10301 with pseudo-sequence HLA-DQA10501-DQB10301. The binding affinity (normalized) is 0.335. (3) The peptide sequence is LLNEFNNLYADKVSV. The binding affinity (normalized) is 0.0510. The MHC is H-2-IAb with pseudo-sequence H-2-IAb. (4) The peptide sequence is VGSKLIVAMSSWLQK. The MHC is DRB1_0802 with pseudo-sequence DRB1_0802. The binding affinity (normalized) is 0.710. (5) The peptide sequence is PRARYGLVHVANNNY. The MHC is HLA-DQA10301-DQB10302 with pseudo-sequence HLA-DQA10301-DQB10302. The binding affinity (normalized) is 0.362. (6) The peptide sequence is ATTANVPPADKYKTF. The MHC is DRB3_0101 with pseudo-sequence DRB3_0101. The binding affinity (normalized) is 0. (7) The peptide sequence is EVKSFQWTQALRREL. The MHC is DRB4_0101 with pseudo-sequence DRB4_0103. The binding affinity (normalized) is 0.635.